Dataset: Forward reaction prediction with 1.9M reactions from USPTO patents (1976-2016). Task: Predict the product of the given reaction. Given the reactants [CH:1]([S:4]([CH2:7][C:8](=[O:13])[C:9]([O:11]C)=O)(=[O:6])=[O:5])([CH3:3])[CH3:2].[S:14]1[CH:18]=[CH:17][C:16]([C:19]2[CH:25]=[CH:24][C:22]([NH2:23])=[CH:21][CH:20]=2)=[CH:15]1.[CH3:26][O:27][C:28]1[CH:35]=[CH:34][CH:33]=[CH:32][C:29]=1[CH:30]=O.C(O)(=O)C, predict the reaction product. The product is: [CH:1]([S:4]([C:7]1[CH:30]([C:29]2[CH:32]=[CH:33][CH:34]=[CH:35][C:28]=2[O:27][CH3:26])[N:23]([C:22]2[CH:24]=[CH:25][C:19]([C:16]3[CH:17]=[CH:18][S:14][CH:15]=3)=[CH:20][CH:21]=2)[C:9](=[O:11])[C:8]=1[OH:13])(=[O:5])=[O:6])([CH3:2])[CH3:3].